From a dataset of Catalyst prediction with 721,799 reactions and 888 catalyst types from USPTO. Predict which catalyst facilitates the given reaction. (1) Reactant: C1(C)C=CC(C([C@@](C(O)=O)(O)[C@@](C(C2C=CC(C)=CC=2)=O)(O)C(O)=O)=O)=CC=1.[NH2:29][C@H:30]1[C:36]2[CH:37]=[CH:38][CH:39]=[CH:40][C:35]=2[CH2:34][CH2:33][N:32]([CH3:41])[C:31]1=[O:42]. Product: [NH2:29][C@H:30]1[C:36]2[CH:37]=[CH:38][CH:39]=[CH:40][C:35]=2[CH2:34][CH2:33][N:32]([CH3:41])[C:31]1=[O:42]. The catalyst class is: 74. (2) Reactant: [C:1]([C:3]#[C:4][C:5]1[CH:17]=[CH:16][C:8]([C:9]([O:11]C(C)(C)C)=[O:10])=[CH:7][CH:6]=1)#[N:2].C(O)(C(F)(F)F)=O. Product: [C:1]([C:3]#[C:4][C:5]1[CH:17]=[CH:16][C:8]([C:9]([OH:11])=[O:10])=[CH:7][CH:6]=1)#[N:2]. The catalyst class is: 23. (3) The catalyst class is: 843. Reactant: C(OC(=O)[NH:7][CH:8]1[CH:13]2[CH:9]1[CH2:10][N:11]([C:14](=[O:22])[C:15]1[CH:20]=[CH:19][C:18](I)=[CH:17][CH:16]=1)[CH2:12]2)(C)(C)C.[Cl:24][C:25]1[C:30]([F:31])=[CH:29][CH:28]=[C:27]([Cl:32])[C:26]=1[CH:33]([O:35][C:36]1[C:37]([NH2:51])=[N:38][CH:39]=[C:40](B2OC(C)(C)C(C)(C)O2)[CH:41]=1)[CH3:34].C(Cl)Cl.C([O-])([O-])=O.[Cs+].[Cs+].Cl.O1CCOCC1. Product: [NH2:7][CH:8]1[CH:9]2[CH:13]1[CH2:12][N:11]([C:14]([C:15]1[CH:16]=[CH:17][C:18]([C:40]3[CH:39]=[N:38][C:37]([NH2:51])=[C:36]([O:35][CH:33]([C:26]4[C:27]([Cl:32])=[CH:28][CH:29]=[C:30]([F:31])[C:25]=4[Cl:24])[CH3:34])[CH:41]=3)=[CH:19][CH:20]=1)=[O:22])[CH2:10]2. (4) Reactant: [Cl:1][C:2]1[CH:7]=[CH:6][C:5]([S:8]([CH2:11][C:12]2[CH:17]=[C:16]([F:18])[CH:15]=[CH:14][C:13]=2[F:19])(=[O:10])=[O:9])=[CH:4][CH:3]=1.[CH2:20](O)[CH:21]1[O:25][CH2:24][CH2:23][CH2:22]1.C(C=P(CCCC)(CCCC)CCCC)#N. Product: [Cl:1][C:2]1[CH:7]=[CH:6][C:5]([S:8]([CH:11]([C:12]2[CH:17]=[C:16]([F:18])[CH:15]=[CH:14][C:13]=2[F:19])[CH2:20][CH:21]2[CH2:22][CH2:23][CH2:24][O:25]2)(=[O:10])=[O:9])=[CH:4][CH:3]=1. The catalyst class is: 11. (5) The catalyst class is: 807. Product: [CH2:17]([O:14][CH2:13][CH2:12][C:10]1[N:11]=[C:7]([C:1]2[CH:2]=[CH:3][CH:4]=[CH:5][CH:6]=2)[O:8][CH:9]=1)[C:18]1[CH:23]=[CH:22][CH:21]=[CH:20][CH:19]=1. Reactant: [C:1]1([C:7]2[O:8][CH:9]=[C:10]([CH2:12][CH2:13][OH:14])[N:11]=2)[CH:6]=[CH:5][CH:4]=[CH:3][CH:2]=1.[H-].[Na+].[CH2:17](Br)[C:18]1[CH:23]=[CH:22][CH:21]=[CH:20][CH:19]=1. (6) Reactant: [NH2:1][C:2]1[O:6][CH:5]([C:7]2[CH:12]=[CH:11][CH:10]=[C:9]([CH2:13][C:14]([OH:16])=[O:15])[CH:8]=2)[C:4](=[O:17])[C:3]=1[OH:18].C(N(CC)CC)C.[C:26]1([CH2:32][S:33](Cl)(=[O:35])=[O:34])[CH:31]=[CH:30][CH:29]=[CH:28][CH:27]=1.[Cl-].[NH4+]. Product: [C:14]([CH2:13][C:9]1[CH:8]=[C:7]([CH:5]2[C:4](=[O:17])[C:3]([O:18][S:33]([CH2:32][C:26]3[CH:31]=[CH:30][CH:29]=[CH:28][CH:27]=3)(=[O:35])=[O:34])=[C:2]([NH2:1])[O:6]2)[CH:12]=[CH:11][CH:10]=1)([OH:16])=[O:15]. The catalyst class is: 1.